This data is from Experimentally validated miRNA-target interactions with 360,000+ pairs, plus equal number of negative samples. The task is: Binary Classification. Given a miRNA mature sequence and a target amino acid sequence, predict their likelihood of interaction. (1) The miRNA is hsa-miR-7703 with sequence UUGCACUCUGGCCUUCUCCCAGG. The protein sequence of the target gene is MSLQKTPPTRVFVELVPWADRSRENNLASGRETLPGLRHPLSSTQAQTATREVQVSGTSEVSAGPDRAQVVVRVSSTKEAAAEAKKSVCRRLDYITQSLQQQGVQAENITVTKDFRRVENAYHMEAEVCITFTEFGKMQNICNFLVEKLDSSVVISPPQFYHTPGSVENLRRQACLVAVENAWRKAQEVCNLVGQTLGKPLLIKEEETKEWEGQIDDHQSSRLSSSLTVQQKIKSATIHAASKVFITFEVKGKEKRKKHL. Result: 1 (interaction). (2) The miRNA is hsa-miR-6824-3p with sequence UCUCUGGUCUUGCCACCCCAG. The protein sequence of the target gene is MEAPPVTMMPVTGGTINMMEYLLQGSVLDHSLESLIHRLRGLCDNMEPETFLDHEMVFLLKGQQASPFVLRARRSMDRAGAPWHLRYLGQPEMGDKNRHALVRNCVDIATSENLTDFLMEMGFRMDHEFVAKGHLFRKGIMKIMVYKIFRILVPGNTDSTEALSLSYLVELSVVAPAGQDMVSDDMKNFAEQLKPLVHLEKIDPKRLM. Result: 1 (interaction).